Dataset: Catalyst prediction with 721,799 reactions and 888 catalyst types from USPTO. Task: Predict which catalyst facilitates the given reaction. (1) Reactant: [CH:1]([C:4]1[CH:9]=[CH:8][CH:7]=[CH:6][C:5]=1[C:10]1[N:28]=[CH:27][C:13]2[N:14]([CH3:26])[C:15](=[O:25])[N:16]([CH2:19][CH2:20][C:21](OC)=[O:22])[C:17](=[O:18])[C:12]=2[CH:11]=1)([CH3:3])[CH3:2].[H-].C([Al+]CC(C)C)C(C)C. Product: [OH:22][CH2:21][CH2:20][CH2:19][N:16]1[C:17](=[O:18])[C:12]2[CH:11]=[C:10]([C:5]3[CH:6]=[CH:7][CH:8]=[CH:9][C:4]=3[CH:1]([CH3:3])[CH3:2])[N:28]=[CH:27][C:13]=2[N:14]([CH3:26])[C:15]1=[O:25]. The catalyst class is: 1. (2) Reactant: [CH2:1]([O:8][C:9]1[CH:14]=[CH:13][C:12]([C:15]#[C:16][C:17]2[CH:40]=[CH:39][C:20]([CH2:21][N:22]([C:34](=[O:38])[C:35]([OH:37])=[O:36])[CH2:23][C:24]3[CH:29]=[CH:28][C:27]([C:30]([F:33])([F:32])[F:31])=[CH:26][CH:25]=3)=[CH:19][CH:18]=2)=[CH:11][CH:10]=1)[CH2:2][CH2:3][CH2:4][CH2:5][CH2:6][CH3:7]. Product: [CH2:1]([O:8][C:9]1[CH:10]=[CH:11][C:12]([CH2:15][CH2:16][C:17]2[CH:40]=[CH:39][C:20]([CH2:21][N:22]([C:34](=[O:38])[C:35]([OH:37])=[O:36])[CH2:23][C:24]3[CH:25]=[CH:26][C:27]([C:30]([F:32])([F:33])[F:31])=[CH:28][CH:29]=3)=[CH:19][CH:18]=2)=[CH:13][CH:14]=1)[CH2:2][CH2:3][CH2:4][CH2:5][CH2:6][CH3:7]. The catalyst class is: 25. (3) Reactant: [NH2:1][CH2:2][C:3]1[N:8]=[CH:7][C:6]([CH2:9][N:10]2[C:15]([CH3:16])=[CH:14][C:13]([O:17][CH2:18][C:19]3[CH:24]=[CH:23][C:22]([F:25])=[CH:21][C:20]=3[F:26])=[C:12]([Br:27])[C:11]2=[O:28])=[CH:5][N:4]=1.CN1CCOCC1.C([O:39][CH2:40][C:41](Cl)=[O:42])(=O)C. Product: [Br:27][C:12]1[C:11](=[O:28])[N:10]([CH2:9][C:6]2[CH:7]=[N:8][C:3]([CH2:2][NH:1][C:40](=[O:39])[CH2:41][OH:42])=[N:4][CH:5]=2)[C:15]([CH3:16])=[CH:14][C:13]=1[O:17][CH2:18][C:19]1[CH:24]=[CH:23][C:22]([F:25])=[CH:21][C:20]=1[F:26]. The catalyst class is: 3. (4) Reactant: Cl.[NH2:2][C:3]1[CH:4]=[C:5]([NH:9][C:10](=[O:20])[C:11]2[CH:16]=[CH:15][CH:14]=[C:13]([N+:17]([O-:19])=[O:18])[CH:12]=2)[CH:6]=[CH:7][CH:8]=1.[Cl:21][C:22]1[N:27]=[C:26](Cl)[C:25]([Cl:29])=[CH:24][N:23]=1.C(=O)([O-])[O-].[K+].[K+]. Product: [Cl:21][C:22]1[N:27]=[C:26]([NH:2][C:3]2[CH:4]=[C:5]([NH:9][C:10](=[O:20])[C:11]3[CH:16]=[CH:15][CH:14]=[C:13]([N+:17]([O-:19])=[O:18])[CH:12]=3)[CH:6]=[CH:7][CH:8]=2)[C:25]([Cl:29])=[CH:24][N:23]=1. The catalyst class is: 3. (5) Reactant: [OH-].[K+].C([O:5][C:6](=[O:16])[CH2:7][CH:8]1[CH2:13][CH2:12][C:11]([F:15])([F:14])[CH2:10][CH2:9]1)C. Product: [F:14][C:11]1([F:15])[CH2:10][CH2:9][CH:8]([CH2:7][C:6]([OH:16])=[O:5])[CH2:13][CH2:12]1. The catalyst class is: 24.